This data is from Catalyst prediction with 721,799 reactions and 888 catalyst types from USPTO. The task is: Predict which catalyst facilitates the given reaction. Reactant: [Cl:1][C:2]1[CH:3]=[CH:4][C:5]2[NH:11][C:10](=O)[CH:9]([CH2:13][N:14]3[C:18]([CH2:19][CH2:20][C:21]([O:23][CH2:24][CH3:25])=[O:22])=[N:17][N:16]=[N:15]3)[CH2:8][CH:7]([C:26]3[CH:31]=[CH:30][CH:29]=[C:28]([O:32][CH3:33])[C:27]=3[O:34][CH3:35])[C:6]=2[CH:36]=1.COC1C=CC(P2(SP(C3C=CC(OC)=CC=3)(=S)S2)=[S:46])=CC=1. Product: [Cl:1][C:2]1[CH:3]=[CH:4][C:5]2[NH:11][C:10](=[S:46])[CH:9]([CH2:13][N:14]3[C:18]([CH2:19][CH2:20][C:21]([O:23][CH2:24][CH3:25])=[O:22])=[N:17][N:16]=[N:15]3)[CH2:8][CH:7]([C:26]3[CH:31]=[CH:30][CH:29]=[C:28]([O:32][CH3:33])[C:27]=3[O:34][CH3:35])[C:6]=2[CH:36]=1. The catalyst class is: 11.